The task is: Predict the reactants needed to synthesize the given product.. This data is from Full USPTO retrosynthesis dataset with 1.9M reactions from patents (1976-2016). (1) The reactants are: F[C:2]1[CH:7]=[CH:6][CH:5]=[CH:4][C:3]=1[N+:8]([O-:10])=[O:9].[C:11]([O:21][C:22]([CH3:25])([CH3:24])[CH3:23])(=[O:20])[CH2:12][C:13]([O:15][C:16]([CH3:19])([CH3:18])[CH3:17])=[O:14]. Given the product [N+:8]([C:3]1[CH:4]=[CH:5][CH:6]=[CH:7][C:2]=1[CH:12]([C:13]([O:15][C:16]([CH3:19])([CH3:18])[CH3:17])=[O:14])[C:11]([O:21][C:22]([CH3:25])([CH3:23])[CH3:24])=[O:20])([O-:10])=[O:9], predict the reactants needed to synthesize it. (2) Given the product [C:1]([O:5][C:6]([N:8]1[CH2:13][CH2:12][CH:11]([CH:14]2[O:23][C:17]3=[CH:18][N:19]=[C:20]([C:30]4[CH:29]=[CH:28][N:27]=[CH:26][C:25]=4[F:24])[CH:21]=[C:16]3[CH2:15]2)[CH2:10][CH2:9]1)=[O:7])([CH3:4])([CH3:3])[CH3:2], predict the reactants needed to synthesize it. The reactants are: [C:1]([O:5][C:6]([N:8]1[CH2:13][CH2:12][CH:11]([CH:14]2[O:23][C:17]3=[CH:18][N:19]=[C:20](Cl)[CH:21]=[C:16]3[CH2:15]2)[CH2:10][CH2:9]1)=[O:7])([CH3:4])([CH3:3])[CH3:2].[F:24][C:25]1[CH:26]=[N:27][CH:28]=[CH:29][C:30]=1B1OC(C)(C)C(C)(C)O1. (3) Given the product [CH2:11]([O:13][C:14]([C:15]1[C:16]([CH3:17])=[N:10][N:9]([C:6]2[CH:7]=[CH:8][C:3]([Br:2])=[CH:4][CH:5]=2)[C:19]=1[CH3:20])=[O:22])[CH3:12], predict the reactants needed to synthesize it. The reactants are: Cl.[Br:2][C:3]1[CH:8]=[CH:7][C:6]([NH:9][NH2:10])=[CH:5][CH:4]=1.[CH2:11]([O:13][C:14](=[O:22])[CH:15]([C:19](=O)[CH3:20])[C:16](=O)[CH3:17])[CH3:12].C(Cl)(Cl)Cl.